From a dataset of Forward reaction prediction with 1.9M reactions from USPTO patents (1976-2016). Predict the product of the given reaction. (1) Given the reactants [O:1]1[CH2:5][CH2:4][O:3][CH:2]1[C:6]1[O:7][C:8]2[CH:14]=[CH:13][CH:12]=[CH:11][C:9]=2[CH:10]=1.CN([CH:18]=[O:19])C.O.O.C(O)(=O)C(O)=O, predict the reaction product. The product is: [O:1]1[CH2:5][CH2:4][O:3][CH:2]1[C:6]1[O:7][C:8]2[CH:14]=[CH:13][CH:12]=[CH:11][C:9]=2[C:10]=1[CH:18]=[O:19]. (2) The product is: [OH:1][C@H:2]1[CH2:6][CH2:5][N:4]([C:18]([O:20][CH2:21][C:22]2[CH:27]=[CH:26][CH:25]=[CH:24][CH:23]=2)=[O:19])[C@H:3]1[CH3:7]. Given the reactants [OH:1][C@H:2]1[CH2:6][CH2:5][NH:4][C@H:3]1[CH3:7].CS(C)=O.C(=O)([O-])O.[Na+].Cl[C:18]([O:20][CH2:21][C:22]1[CH:27]=[CH:26][CH:25]=[CH:24][CH:23]=1)=[O:19], predict the reaction product. (3) Given the reactants C(O[C:6](=O)[N:7]([CH2:9][C:10]1[CH:14]=[C:13]([C:15]2[CH:20]=[CH:19][C:18]([F:21])=[CH:17][CH:16]=2)[N:12]([S:22]([C:25]2[CH:26]=[N:27][CH:28]=[CH:29][CH:30]=2)(=[O:24])=[O:23])[CH:11]=1)C)(C)(C)C.FC(F)(F)C(O)=O.C(=O)([O-])O.[Na+].[Cl:44]CCl, predict the reaction product. The product is: [ClH:44].[ClH:44].[F:21][C:18]1[CH:17]=[CH:16][C:15]([C:13]2[N:12]([S:22]([C:25]3[CH:26]=[N:27][CH:28]=[CH:29][CH:30]=3)(=[O:24])=[O:23])[CH:11]=[C:10]([CH2:9][NH:7][CH3:6])[CH:14]=2)=[CH:20][CH:19]=1. (4) Given the reactants [NH:1]1[C:9]2[C:4](=[CH:5][CH:6]=[CH:7][CH:8]=2)[CH:3]=[C:2]1[CH:10]=O.[CH3:12][N:13]1[CH2:17][CH2:16][CH2:15][CH:14]1[CH2:18][CH2:19][NH2:20].[Na], predict the reaction product. The product is: [NH:1]1[C:9]2[C:4](=[CH:5][CH:6]=[CH:7][CH:8]=2)[CH:3]=[C:2]1[CH2:10][NH:20][CH2:19][CH2:18][CH:14]1[CH2:15][CH2:16][CH2:17][N:13]1[CH3:12]. (5) Given the reactants [H-].[H-].[H-].[H-].[Li+].[Al+3].[F:7][C:8]1[CH:13]=[CH:12][C:11]([C:14]2[C:19]([C:20]3[CH:25]=[CH:24][N:23]=[CH:22][CH:21]=3)=[C:18]([C:26]3[CH:31]=[CH:30][C:29]([F:32])=[CH:28][CH:27]=3)[N:17]=[C:16]3[NH:33][N:34]=[C:35]([C:36]#[N:37])[C:15]=23)=[CH:10][CH:9]=1.[OH-].[Na+], predict the reaction product. The product is: [NH2:37][CH2:36][C:35]1[C:15]2[C:16](=[N:17][C:18]([C:26]3[CH:31]=[CH:30][C:29]([F:32])=[CH:28][CH:27]=3)=[C:19]([C:20]3[CH:25]=[CH:24][N:23]=[CH:22][CH:21]=3)[C:14]=2[C:11]2[CH:12]=[CH:13][C:8]([F:7])=[CH:9][CH:10]=2)[NH:33][N:34]=1.